Dataset: NCI-60 drug combinations with 297,098 pairs across 59 cell lines. Task: Regression. Given two drug SMILES strings and cell line genomic features, predict the synergy score measuring deviation from expected non-interaction effect. (1) Drug 1: C1=CC(=C2C(=C1NCCNCCO)C(=O)C3=C(C=CC(=C3C2=O)O)O)NCCNCCO. Drug 2: CC(C)NC(=O)C1=CC=C(C=C1)CNNC.Cl. Cell line: OVCAR-5. Synergy scores: CSS=31.1, Synergy_ZIP=4.99, Synergy_Bliss=8.40, Synergy_Loewe=-15.4, Synergy_HSA=8.09. (2) Drug 1: C(=O)(N)NO. Drug 2: CCN(CC)CCCC(C)NC1=C2C=C(C=CC2=NC3=C1C=CC(=C3)Cl)OC. Cell line: K-562. Synergy scores: CSS=25.9, Synergy_ZIP=0.929, Synergy_Bliss=-2.57, Synergy_Loewe=-49.1, Synergy_HSA=-4.88. (3) Drug 1: CC1C(C(CC(O1)OC2CC(CC3=C2C(=C4C(=C3O)C(=O)C5=C(C4=O)C(=CC=C5)OC)O)(C(=O)CO)O)N)O.Cl. Drug 2: CC(C)NC(=O)C1=CC=C(C=C1)CNNC.Cl. Cell line: SNB-19. Synergy scores: CSS=13.6, Synergy_ZIP=5.40, Synergy_Bliss=14.2, Synergy_Loewe=6.79, Synergy_HSA=10.8. (4) Drug 1: COC1=C(C=C2C(=C1)N=CN=C2NC3=CC(=C(C=C3)F)Cl)OCCCN4CCOCC4. Drug 2: CN(C)C1=NC(=NC(=N1)N(C)C)N(C)C. Cell line: T-47D. Synergy scores: CSS=12.9, Synergy_ZIP=-0.223, Synergy_Bliss=4.51, Synergy_Loewe=-18.3, Synergy_HSA=0.786. (5) Drug 1: CC(C1=C(C=CC(=C1Cl)F)Cl)OC2=C(N=CC(=C2)C3=CN(N=C3)C4CCNCC4)N. Drug 2: C1=NC2=C(N=C(N=C2N1C3C(C(C(O3)CO)O)O)F)N. Cell line: RPMI-8226. Synergy scores: CSS=2.92, Synergy_ZIP=1.42, Synergy_Bliss=0.305, Synergy_Loewe=-5.24, Synergy_HSA=-5.10. (6) Drug 1: CC1=CC2C(CCC3(C2CCC3(C(=O)C)OC(=O)C)C)C4(C1=CC(=O)CC4)C. Drug 2: CC1=C(N=C(N=C1N)C(CC(=O)N)NCC(C(=O)N)N)C(=O)NC(C(C2=CN=CN2)OC3C(C(C(C(O3)CO)O)O)OC4C(C(C(C(O4)CO)O)OC(=O)N)O)C(=O)NC(C)C(C(C)C(=O)NC(C(C)O)C(=O)NCCC5=NC(=CS5)C6=NC(=CS6)C(=O)NCCC[S+](C)C)O. Cell line: UACC-257. Synergy scores: CSS=-4.67, Synergy_ZIP=3.40, Synergy_Bliss=2.98, Synergy_Loewe=-4.82, Synergy_HSA=-2.53. (7) Drug 1: CC1=C2C(C(=O)C3(C(CC4C(C3C(C(C2(C)C)(CC1OC(=O)C(C(C5=CC=CC=C5)NC(=O)OC(C)(C)C)O)O)OC(=O)C6=CC=CC=C6)(CO4)OC(=O)C)O)C)O. Drug 2: CC(C)NC(=O)C1=CC=C(C=C1)CNNC.Cl. Cell line: OVCAR-5. Synergy scores: CSS=44.3, Synergy_ZIP=8.80, Synergy_Bliss=7.67, Synergy_Loewe=-27.0, Synergy_HSA=7.93. (8) Drug 1: C1CCC(C1)C(CC#N)N2C=C(C=N2)C3=C4C=CNC4=NC=N3. Drug 2: CC1=C(C(=O)C2=C(C1=O)N3CC4C(C3(C2COC(=O)N)OC)N4)N. Cell line: MDA-MB-435. Synergy scores: CSS=-10.9, Synergy_ZIP=2.28, Synergy_Bliss=-5.87, Synergy_Loewe=-20.9, Synergy_HSA=-11.5. (9) Drug 1: CC1=C(C(CCC1)(C)C)C=CC(=CC=CC(=CC(=O)O)C)C. Drug 2: CC1CCC2CC(C(=CC=CC=CC(CC(C(=O)C(C(C(=CC(C(=O)CC(OC(=O)C3CCCCN3C(=O)C(=O)C1(O2)O)C(C)CC4CCC(C(C4)OC)OCCO)C)C)O)OC)C)C)C)OC. Cell line: U251. Synergy scores: CSS=-8.41, Synergy_ZIP=7.33, Synergy_Bliss=5.65, Synergy_Loewe=-4.54, Synergy_HSA=-5.54. (10) Drug 1: CN1C2=C(C=C(C=C2)N(CCCl)CCCl)N=C1CCCC(=O)O.Cl. Drug 2: CC1C(C(CC(O1)OC2CC(CC3=C2C(=C4C(=C3O)C(=O)C5=C(C4=O)C(=CC=C5)OC)O)(C(=O)CO)O)N)O.Cl. Cell line: OVCAR-4. Synergy scores: CSS=22.8, Synergy_ZIP=0.215, Synergy_Bliss=2.30, Synergy_Loewe=-41.9, Synergy_HSA=1.89.